This data is from Full USPTO retrosynthesis dataset with 1.9M reactions from patents (1976-2016). The task is: Predict the reactants needed to synthesize the given product. (1) The reactants are: Br[C:2]1[CH:11]=[CH:10][CH:9]=[CH:8][C:3]=1[NH:4][C:5](=[O:7])[CH3:6].[CH3:12][C:13]([CH3:17])([CH3:16])[C:14]#[CH:15].O. Given the product [CH3:12][C:13]([CH3:17])([CH3:16])[C:14]#[C:15][C:2]1[CH:11]=[CH:10][CH:9]=[CH:8][C:3]=1[NH:4][C:5](=[O:7])[CH3:6], predict the reactants needed to synthesize it. (2) Given the product [Cl:1][C:2]1[N:7]=[C:6]([NH:8][C:19]2[C:20]3[C:15](=[CH:14][CH:13]=[CH:12][CH:11]=3)[CH:16]=[CH:17][CH:18]=2)[C:5]([CH3:9])=[CH:4][N:3]=1, predict the reactants needed to synthesize it. The reactants are: [Cl:1][C:2]1[N:7]=[C:6]([NH2:8])[C:5]([CH3:9])=[CH:4][N:3]=1.Br[C:11]1[C:20]2[C:15](=[CH:16][CH:17]=[CH:18][CH:19]=2)[CH:14]=[CH:13][CH:12]=1.C([O-])([O-])=O.[Cs+].[Cs+].C1(P(C2C=CC=CC=2)C2C3OC4C(=CC=CC=4P(C4C=CC=CC=4)C4C=CC=CC=4)C(C)(C)C=3C=CC=2)C=CC=CC=1. (3) Given the product [C:21]([C:17]1[CH:16]=[C:13]([C:14](=[NH:2])[NH2:15])[CH:12]=[C:11]([C:7]([CH3:10])([CH3:9])[CH3:8])[C:18]=1[O:19][CH3:20])([CH3:24])([CH3:23])[CH3:22], predict the reactants needed to synthesize it. The reactants are: [Cl-].[NH4+:2].C[Al](C)C.[C:7]([C:11]1[CH:12]=[C:13]([CH:16]=[C:17]([C:21]([CH3:24])([CH3:23])[CH3:22])[C:18]=1[O:19][CH3:20])[C:14]#[N:15])([CH3:10])([CH3:9])[CH3:8].C(Cl)(Cl)Cl.